From a dataset of Catalyst prediction with 721,799 reactions and 888 catalyst types from USPTO. Predict which catalyst facilitates the given reaction. (1) Reactant: C(OC([N:8]1[CH2:15][C@H:14]2[C@H:10]([CH2:11][CH:12]([CH3:16])[CH2:13]2)[C@H:9]1[CH2:17][NH:18][C:19](=[O:24])[C:20]([F:23])([F:22])[F:21])=O)(C)(C)C.C(O)(C(F)(F)F)=O. Product: [CH3:16][CH:12]1[CH2:11][C@H:10]2[C@H:14]([CH2:15][NH:8][C@@H:9]2[CH2:17][NH:18][C:19](=[O:24])[C:20]([F:23])([F:21])[F:22])[CH2:13]1. The catalyst class is: 2. (2) The catalyst class is: 35. Product: [C:1]([O:5][C:6]([N:8]([CH2:25][C@@H:26]1[CH2:35][CH2:34][C:33]2[C:28](=[CH:29][CH:30]=[C:31]([C:36]3[CH:45]=[CH:44][C:39]([C:40]([O:42][CH3:43])=[O:41])=[C:38]([O:46][CH2:48][CH:49]([CH3:51])[CH3:50])[CH:37]=3)[CH:32]=2)[O:27]1)[CH2:9][C@H:10]([O:17][Si:18]([C:21]([CH3:24])([CH3:23])[CH3:22])([CH3:20])[CH3:19])[C:11]1[CH:12]=[N:13][CH:14]=[CH:15][CH:16]=1)=[O:7])([CH3:2])([CH3:3])[CH3:4]. Reactant: [C:1]([O:5][C:6]([N:8]([CH2:25][C@@H:26]1[CH2:35][CH2:34][C:33]2[C:28](=[CH:29][CH:30]=[C:31]([C:36]3[CH:45]=[CH:44][C:39]([C:40]([O:42][CH3:43])=[O:41])=[C:38]([OH:46])[CH:37]=3)[CH:32]=2)[O:27]1)[CH2:9][C@H:10]([O:17][Si:18]([C:21]([CH3:24])([CH3:23])[CH3:22])([CH3:20])[CH3:19])[C:11]1[CH:12]=[N:13][CH:14]=[CH:15][CH:16]=1)=[O:7])([CH3:4])([CH3:3])[CH3:2].I[CH2:48][CH:49]([CH3:51])[CH3:50].C(=O)([O-])[O-].[K+].[K+]. (3) Reactant: [Li+].[OH-].[CH2:3]([N:9]([CH3:20])[C:10]([CH:12]1[CH2:17][CH:16]2[CH2:18][CH:13]1[C:14](=[O:19])[O:15]2)=[O:11])[CH2:4][CH2:5][CH2:6][CH:7]=[CH2:8].Cl.Cl.[NH2:23][C@:24]1([C:29]([NH:31][S:32]([CH:35]2[CH2:37][CH2:36]2)(=[O:34])=[O:33])=[O:30])[CH2:26][C@H:25]1[CH:27]=[CH2:28].CN(C(ON1N=NC2C=CC=NC1=2)=[N+](C)C)C.F[P-](F)(F)(F)(F)F.CCN(C(C)C)C(C)C. Product: [CH:35]1([S:32]([NH:31][C:29]([C:24]2([NH:23][C:14]([CH:13]3[CH2:18][CH:16]([OH:15])[CH2:17][CH:12]3[C:10]([N:9]([CH2:3][CH2:4][CH2:5][CH2:6][CH:7]=[CH2:8])[CH3:20])=[O:11])=[O:19])[CH2:26][CH:25]2[CH:27]=[CH2:28])=[O:30])(=[O:34])=[O:33])[CH2:37][CH2:36]1. The catalyst class is: 3. (4) Reactant: [C:1]([C:5]1[CH:6]=[C:7]([CH:35]=[CH:36][CH:37]=1)[CH2:8][NH:9][C@@H:10]1[C@@H:15]([OH:16])[C@H:14]([CH2:17][C:18]2[CH:23]=[C:22]([O:24][CH2:25][C:26]([F:29])([F:28])[F:27])[C:21]([N+:30]([O-])=O)=[C:20]([F:33])[CH:19]=2)[CH2:13][S@:12](=[O:34])[CH2:11]1)([CH3:4])([CH3:3])[CH3:2]. Product: [NH2:30][C:21]1[C:22]([O:24][CH2:25][C:26]([F:29])([F:27])[F:28])=[CH:23][C:18]([CH2:17][C@H:14]2[C@H:15]([OH:16])[C@@H:10]([NH:9][CH2:8][C:7]3[CH:35]=[CH:36][CH:37]=[C:5]([C:1]([CH3:3])([CH3:4])[CH3:2])[CH:6]=3)[CH2:11][S@@:12](=[O:34])[CH2:13]2)=[CH:19][C:20]=1[F:33]. The catalyst class is: 19. (5) Reactant: C(=O)([O-])O.[Na+].Cl.[NH2:7][OH:8].[CH3:9][S:10][C:11]1[N:16]=[C:15]([C:17]#[N:18])[CH:14]=[C:13]([C:19]([F:22])([F:21])[F:20])[N:12]=1. Product: [CH3:9][S:10][C:11]1[N:16]=[C:15]([C:17](=[N:7][OH:8])[NH2:18])[CH:14]=[C:13]([C:19]([F:22])([F:20])[F:21])[N:12]=1. The catalyst class is: 8. (6) Reactant: C([CH2:3][C:4]([O:9][C:10]1[CH:15]=[CH:14][C:13]([CH:16]=O)=[CH:12][CH:11]=1)([CH3:8])[C:5]([OH:7])=[O:6])C.[NH2:18][C:19]1[CH:24]=[CH:23][CH:22]=[CH:21][C:20]=1[SH:25]. Product: [S:25]1[C:20]2[CH:21]=[CH:22][CH:23]=[CH:24][C:19]=2[N:18]=[C:16]1[C:13]1[CH:12]=[CH:11][C:10]([O:9][C:4]([CH3:3])([CH3:8])[C:5]([OH:7])=[O:6])=[CH:15][CH:14]=1. The catalyst class is: 5. (7) Reactant: [Li][CH2:2]CCC.[CH2:6]([C:13]1[CH:22]=[C:21]([O:23][CH3:24])[CH:20]=[CH:19][C:14]=1[C:15]([NH:17][CH3:18])=[O:16])[C:7]1[CH:12]=[CH:11][CH:10]=[CH:9][CH:8]=1.[N:25]1[CH:30]=[CH:29][CH:28]=[CH:27][C:26]=1CCl.Cl. Product: [CH3:24][O:23][C:21]1[CH:22]=[C:13]2[C:14](=[CH:19][CH:20]=1)[C:15](=[O:16])[N:17]([CH3:2])[C:18]([C:26]1[CH:27]=[CH:28][CH:29]=[CH:30][N:25]=1)=[C:6]2[C:7]1[CH:8]=[CH:9][CH:10]=[CH:11][CH:12]=1. The catalyst class is: 1.